This data is from Full USPTO retrosynthesis dataset with 1.9M reactions from patents (1976-2016). The task is: Predict the reactants needed to synthesize the given product. (1) Given the product [N:2]1[CH:7]=[CH:6][CH:5]=[C:4]([S:8]([Cl:11])(=[O:10])=[O:9])[CH:3]=1, predict the reactants needed to synthesize it. The reactants are: Cl.[N:2]1[CH:7]=[CH:6][CH:5]=[C:4]([S:8]([Cl:11])(=[O:10])=[O:9])[CH:3]=1. (2) The reactants are: [CH2:1]([NH:8][CH2:9][CH:10]([NH:20][CH:21]([CH:29]([CH3:31])[CH3:30])[C:22]([O:24][C:25]([CH3:28])([CH3:27])[CH3:26])=[O:23])[CH2:11][C:12]1[CH:17]=[CH:16][C:15]([O:18][CH3:19])=[CH:14][CH:13]=1)[C:2]1[CH:7]=[CH:6][CH:5]=[CH:4][CH:3]=1.C(N(CC)CC)C.Cl[C:40](Cl)([O:42]C(=O)OC(Cl)(Cl)Cl)Cl. Given the product [CH2:1]([N:8]1[CH2:9][CH:10]([CH2:11][C:12]2[CH:13]=[CH:14][C:15]([O:18][CH3:19])=[CH:16][CH:17]=2)[N:20]([CH:21]([CH:29]([CH3:31])[CH3:30])[C:22]([O:24][C:25]([CH3:26])([CH3:28])[CH3:27])=[O:23])[C:40]1=[O:42])[C:2]1[CH:3]=[CH:4][CH:5]=[CH:6][CH:7]=1, predict the reactants needed to synthesize it. (3) Given the product [S:10]1[C:14]2[CH:15]=[C:16]([C:19]3([C:22]4[N:26]5[N:27]=[C:28]([C:31]6[CH:39]=[CH:38][C:34]([C:35]([NH:41][C@H:42]([C:43]([N:45]([CH3:47])[CH3:46])=[O:44])[CH2:48][CH3:49])=[O:37])=[CH:33][CH:32]=6)[CH:29]=[N:30][C:25]5=[N:24][N:23]=4)[CH2:20][CH2:21]3)[CH:17]=[CH:18][C:13]=2[N:12]=[CH:11]1, predict the reactants needed to synthesize it. The reactants are: C(N(CC)C(C)C)(C)C.[S:10]1[C:14]2[CH:15]=[C:16]([C:19]3([C:22]4[N:26]5[N:27]=[C:28]([C:31]6[CH:39]=[CH:38][C:34]([C:35]([OH:37])=O)=[CH:33][CH:32]=6)[CH:29]=[N:30][C:25]5=[N:24][N:23]=4)[CH2:21][CH2:20]3)[CH:17]=[CH:18][C:13]=2[N:12]=[CH:11]1.Cl.[NH2:41][C@@H:42]([CH2:48][CH3:49])[C:43]([N:45]([CH3:47])[CH3:46])=[O:44].F[P-](F)(F)(F)(F)F.N1(O[P+](N(C)C)(N(C)C)N(C)C)C2C=CC=CC=2N=N1. (4) Given the product [F:7][C:8]([F:18])([F:17])[C:9](=[O:10])[CH:3]=[C:2]([CH3:6])[CH3:1], predict the reactants needed to synthesize it. The reactants are: [CH3:1][C:2]([CH3:6])=[CH:3][Mg]Br.[F:7][C:8]([F:18])([F:17])[C:9](N1CCOCC1)=[O:10].Cl. (5) The reactants are: Cl[CH2:2][CH2:3][O:4][C:5]([NH:7][C:8]1[CH:13]=[CH:12][C:11]([CH:14]([CH3:18])[C:15]([OH:17])=[O:16])=[CH:10][CH:9]=1)=[O:6].C(=O)([O-])[O-].[K+].[K+].C(OC(=O)C)C.C(OC(C)C)(C)C. Given the product [O:6]=[C:5]1[N:7]([C:8]2[CH:13]=[CH:12][C:11]([CH:14]([CH3:18])[C:15]([OH:17])=[O:16])=[CH:10][CH:9]=2)[CH2:2][CH2:3][O:4]1, predict the reactants needed to synthesize it. (6) Given the product [CH2:30]([C:32]1[CH:49]=[C:35]2[C:36]([C:2](=[O:54])[CH2:1][CH3:6])=[CH:37][C:38]([F:40])=[CH:39][N:34]2[N:33]=1)[CH3:31], predict the reactants needed to synthesize it. The reactants are: [C:1]1(P(C2C=CC=CC=2)CCCP(C2C=CC=CC=2)C2C=CC=CC=2)[CH:6]=CC=C[CH:2]=1.[CH2:30]([C:32]1[CH:49]=[C:35]2[C:36](OS(C(F)(F)F)(=O)=O)=[CH:37][C:38]([F:40])=[CH:39][N:34]2[N:33]=1)[CH3:31].CN(C=[O:54])C.